Predict the reactants needed to synthesize the given product. From a dataset of Full USPTO retrosynthesis dataset with 1.9M reactions from patents (1976-2016). (1) Given the product [Cl:1][C:2]1[CH:7]=[C:6]([CH:5]=[CH:4][C:3]=1[CH:9]([CH3:24])[C:10]([OH:15])([C:16]1[CH:17]=[CH:18][C:19](=[O:23])[N:20]([CH3:22])[CH:21]=1)[C:11]([F:13])([F:14])[F:12])[O:8][C:28]1[CH:29]=[CH:30][C:31]([C:32]([OH:34])=[O:33])=[C:26]([F:25])[CH:27]=1, predict the reactants needed to synthesize it. The reactants are: [Cl:1][C:2]1[CH:7]=[C:6]([OH:8])[CH:5]=[CH:4][C:3]=1[CH:9]([CH3:24])[C:10]([C:16]1[CH:17]=[CH:18][C:19](=[O:23])[N:20]([CH3:22])[CH:21]=1)([OH:15])[C:11]([F:14])([F:13])[F:12].[F:25][C:26]1[CH:27]=[C:28](B(O)O)[CH:29]=[CH:30][C:31]=1[C:32]([O:34]C)=[O:33]. (2) The reactants are: [NH2:1][C:2]1[CH:3]=[CH:4][C:5]([S:18]([CH:21]([CH3:23])[CH3:22])(=[O:20])=[O:19])=[C:6]([CH:17]=1)[CH2:7][N:8](C)[C:9](=O)OC(C)(C)C.Cl. Given the product [CH:21]([S:18]([C:5]1[CH:4]=[CH:3][C:2]([NH2:1])=[CH:17][C:6]=1[CH2:7][NH:8][CH3:9])(=[O:19])=[O:20])([CH3:23])[CH3:22], predict the reactants needed to synthesize it. (3) The reactants are: [Br:1][C:2]1[CH:3]=[CH:4][C:5]([CH2:8][CH2:9][CH2:10][OH:11])=[N:6][CH:7]=1.[Br-].[Na+].CC1(C)N([O])C(C)(C)CCC1.ClN1C(=[O:32])N(Cl)C(=O)N(Cl)C1=O.C(=O)(O)[O-].[Na+]. Given the product [Br:1][C:2]1[CH:3]=[CH:4][C:5]([CH2:8][CH2:9][C:10]([OH:32])=[O:11])=[N:6][CH:7]=1, predict the reactants needed to synthesize it. (4) Given the product [C:1]1([C:7]#[C:8][C:9]2[N:13]3[CH:14]=[CH:15][CH:16]=[CH:17][C:12]3=[N:11][C:10]=2[CH2:18][O:19][CH2:20][C:21]([O-:23])=[O:22])[CH:2]=[CH:3][CH:4]=[CH:5][CH:6]=1.[Na+:29], predict the reactants needed to synthesize it. The reactants are: [C:1]1([C:7]#[C:8][C:9]2[N:13]3[CH:14]=[CH:15][CH:16]=[CH:17][C:12]3=[N:11][C:10]=2[CH2:18][O:19][CH2:20][C:21]([O:23]CC)=[O:22])[CH:6]=[CH:5][CH:4]=[CH:3][CH:2]=1.CO.[OH-].[Na+:29]. (5) Given the product [O:24]=[S:2]1(=[O:1])[CH2:7][CH2:6][N:5]([C:8]2[C:9]([F:23])=[CH:10][C:11]([N:15]3[CH2:16][C@H:17]([C:18]([O:20][CH3:21])=[O:19])[O:22][C:32]3=[O:33])=[CH:12][C:13]=2[F:14])[CH2:4][CH2:3]1, predict the reactants needed to synthesize it. The reactants are: [O:1]=[S:2]1(=[O:24])[CH2:7][CH2:6][N:5]([C:8]2[C:13]([F:14])=[CH:12][C:11]([NH:15][CH2:16][C@@H:17]([OH:22])[C:18]([O:20][CH3:21])=[O:19])=[CH:10][C:9]=2[F:23])[CH2:4][CH2:3]1.C(N(CC)CC)C.[C:32](Cl)(Cl)=[O:33]. (6) The reactants are: [Cl:1][C:2]1[CH:34]=[CH:33][CH:32]=[C:31]([Cl:35])[C:3]=1[C:4]([NH:6][CH:7]([CH2:12][C:13]1[CH:14]=[C:15]2[C:20](=[CH:21][CH:22]=1)[N:19]=[C:18]([C:23]1[C:28]([Cl:29])=[CH:27][CH:26]=[CH:25][C:24]=1[Cl:30])[CH:17]=[CH:16]2)[C:8]([O:10]C)=[O:9])=[O:5].OS([O-])(=O)=O.[K+]. Given the product [Cl:1][C:2]1[CH:34]=[CH:33][CH:32]=[C:31]([Cl:35])[C:3]=1[C:4]([NH:6][CH:7]([CH2:12][C:13]1[CH:14]=[C:15]2[C:20](=[CH:21][CH:22]=1)[N:19]=[C:18]([C:23]1[C:28]([Cl:29])=[CH:27][CH:26]=[CH:25][C:24]=1[Cl:30])[CH:17]=[CH:16]2)[C:8]([OH:10])=[O:9])=[O:5], predict the reactants needed to synthesize it. (7) Given the product [Cl:11][C:12]1[CH:17]=[C:16]([C:2]2[N:7]=[CH:6][C:5]([O:8][CH2:9][CH3:10])=[CH:4][N:3]=2)[CH:15]=[CH:14][CH:13]=1, predict the reactants needed to synthesize it. The reactants are: Cl[C:2]1[N:7]=[CH:6][C:5]([O:8][CH2:9][CH3:10])=[CH:4][N:3]=1.[Cl:11][C:12]1[CH:13]=[C:14](B(O)O)[CH:15]=[CH:16][CH:17]=1.C([O-])([O-])=O.[Na+].[Na+]. (8) Given the product [Cl:1][C:2]1[CH:3]=[C:4]([N:10]2[CH:22]([CH:23]3[CH2:27][CH2:26][CH2:25][CH2:24]3)[CH:21]3[C:12]([C:13]4[CH:14]=[CH:15][C:16]([C:28]([N:31]5[CH2:36][CH2:35][O:34][CH2:33][CH2:32]5)=[O:30])=[N:17][C:18]=4[CH2:19][CH2:20]3)=[N:11]2)[CH:5]=[CH:6][C:7]=1[C:8]#[N:9], predict the reactants needed to synthesize it. The reactants are: [Cl:1][C:2]1[CH:3]=[C:4]([N:10]2[CH:22]([CH:23]3[CH2:27][CH2:26][CH2:25][CH2:24]3)[CH:21]3[C:12]([C:13]4[CH:14]=[CH:15][C:16]([C:28]([OH:30])=O)=[N:17][C:18]=4[CH2:19][CH2:20]3)=[N:11]2)[CH:5]=[CH:6][C:7]=1[C:8]#[N:9].[NH:31]1[CH2:36][CH2:35][O:34][CH2:33][CH2:32]1.CCN(C(C)C)C(C)C.CN(C(ON1N=NC2C=CC=NC1=2)=[N+](C)C)C.F[P-](F)(F)(F)(F)F. (9) Given the product [F:8][C:9]1[CH:10]=[C:11]([N:21]2[CH2:25][C@H:24]([CH2:26][NH:27][C:28](=[O:30])[CH3:29])[O:23][C:22]2=[O:31])[CH:12]=[CH:13][C:14]=1[N:15]1[CH2:20][CH2:19][N:18]([C:42]2[S:46][C:45]([CH:47]=[O:48])=[CH:44][CH:43]=2)[CH2:17][CH2:16]1, predict the reactants needed to synthesize it. The reactants are: FC(F)(F)C(O)=O.[F:8][C:9]1[CH:10]=[C:11]([N:21]2[CH2:25][C@H:24]([CH2:26][NH:27][C:28](=[O:30])[CH3:29])[O:23][C:22]2=[O:31])[CH:12]=[CH:13][C:14]=1[N:15]1[CH2:20][CH2:19][NH:18][CH2:17][CH2:16]1.C(N(C(C)C)C(C)C)C.Br[C:42]1[S:46][C:45]([CH:47]=[O:48])=[CH:44][CH:43]=1. (10) The reactants are: O.C(=O)([O-])[O-].[Na+].[Na+].O.CC1(C)C(C)(C)OB([C:17]2[CH:29]=[CH:28][C:20]3[N:21]=[C:22]([NH:24][C:25](=[O:27])[CH3:26])[S:23][C:19]=3[CH:18]=2)O1.Br[C:32]1[CH:33]=[C:34]([O:38][CH2:39][CH2:40][NH:41][C:42](=[O:46])[CH2:43][O:44][CH3:45])[CH:35]=[N:36][CH:37]=1. Given the product [C:25]([NH:24][C:22]1[S:23][C:19]2[CH:18]=[C:17]([C:32]3[CH:33]=[C:34]([O:38][CH2:39][CH2:40][NH:41][C:42](=[O:46])[CH2:43][O:44][CH3:45])[CH:35]=[N:36][CH:37]=3)[CH:29]=[CH:28][C:20]=2[N:21]=1)(=[O:27])[CH3:26], predict the reactants needed to synthesize it.